Dataset: Peptide-MHC class I binding affinity with 185,985 pairs from IEDB/IMGT. Task: Regression. Given a peptide amino acid sequence and an MHC pseudo amino acid sequence, predict their binding affinity value. This is MHC class I binding data. (1) The peptide sequence is FVDINRNNK. The binding affinity (normalized) is 0.702. The MHC is HLA-A68:01 with pseudo-sequence HLA-A68:01. (2) The peptide sequence is IEDVWQLF. The MHC is Mamu-B01 with pseudo-sequence Mamu-B01. The binding affinity (normalized) is 0.0164. (3) The MHC is HLA-B51:01 with pseudo-sequence HLA-B51:01. The binding affinity (normalized) is 0. The peptide sequence is KQNPDIVIY. (4) The peptide sequence is DLLNVTYNIK. The MHC is HLA-A03:01 with pseudo-sequence HLA-A03:01. The binding affinity (normalized) is 0.454. (5) The peptide sequence is ALYEENALK. The MHC is HLA-A25:01 with pseudo-sequence HLA-A25:01. The binding affinity (normalized) is 0.0847. (6) The peptide sequence is KFAEESYTY. The MHC is HLA-A11:01 with pseudo-sequence HLA-A11:01. The binding affinity (normalized) is 0.102. (7) The peptide sequence is RRDYRRGL. The MHC is HLA-A29:02 with pseudo-sequence HLA-A29:02. The binding affinity (normalized) is 0. (8) The peptide sequence is RIYKRSLKL. The MHC is HLA-A69:01 with pseudo-sequence HLA-A69:01. The binding affinity (normalized) is 0.0847.